From a dataset of Full USPTO retrosynthesis dataset with 1.9M reactions from patents (1976-2016). Predict the reactants needed to synthesize the given product. (1) Given the product [CH:1](=[O:34])[CH2:2][CH2:3][CH:4]=[CH:5][CH2:6][CH2:7][CH2:8][CH:9]=[CH:10][CH2:11][CH3:12], predict the reactants needed to synthesize it. The reactants are: [C:1](#N)[CH2:2][CH2:3][CH:4]=[CH:5][CH2:6][CH2:7][CH2:8][CH:9]=[CH:10][CH2:11][CH3:12].C1(C)C=CC=CC=1.CC(C[AlH]CC(C)C)C.Cl.C1C[O:34]CC1. (2) Given the product [C:4]([OH:6])(=[O:5])[CH:3]=[CH2:2].[C:4]([OH:6])(=[O:5])/[CH:12]=[CH:11]\[C:10]([OH:14])=[O:13], predict the reactants needed to synthesize it. The reactants are: C1(=O)[O:6][C:4](=[O:5])[CH:3]=[CH:2]1.[OH-].[Na+].[C:10]([OH:14])(=[O:13])[CH:11]=[CH2:12].OO.S(OOS([O-])(=O)=O)([O-])(=O)=O.[Na+].[Na+]. (3) Given the product [C:23]([O:22][C:20]([NH:1][CH2:2][C:3]1[CH:8]=[C:7]([C:9]([O:11][CH3:12])=[O:10])[CH:6]=[CH:5][N:4]=1)=[O:21])([CH3:26])([CH3:25])[CH3:24], predict the reactants needed to synthesize it. The reactants are: [NH2:1][CH2:2][C:3]1[CH:8]=[C:7]([C:9]([O:11][CH3:12])=[O:10])[CH:6]=[CH:5][N:4]=1.C(N(CC)CC)C.[C:20](O[C:20]([O:22][C:23]([CH3:26])([CH3:25])[CH3:24])=[O:21])([O:22][C:23]([CH3:26])([CH3:25])[CH3:24])=[O:21]. (4) The reactants are: [CH2:1]([N:3]1[C:15]2[CH:14]=[CH:13][C:12]([C:16](=[O:18])[CH3:17])=[CH:11][C:10]=2[C:9]2[C:4]1=[CH:5][CH:6]=[C:7]([C:19](=[O:27])[C:20]1[CH:25]=[CH:24][C:23](F)=[CH:22][CH:21]=1)[CH:8]=2)[CH3:2].[NH:28]1[CH2:33][CH2:32][O:31][CH2:30][CH2:29]1.O.[O-]S([O-])(=O)=O.[Mg+2]. Given the product [CH2:1]([N:3]1[C:15]2[CH:14]=[CH:13][C:12]([C:16](=[O:18])[CH3:17])=[CH:11][C:10]=2[C:9]2[C:4]1=[CH:5][CH:6]=[C:7]([C:19](=[O:27])[C:20]1[CH:25]=[CH:24][C:23]([N:28]3[CH2:33][CH2:32][O:31][CH2:30][CH2:29]3)=[CH:22][CH:21]=1)[CH:8]=2)[CH3:2], predict the reactants needed to synthesize it.